Task: Predict the reactants needed to synthesize the given product.. Dataset: Full USPTO retrosynthesis dataset with 1.9M reactions from patents (1976-2016) (1) The reactants are: [F:1][C:2]1[CH:9]=[CH:8][C:5]([CH:6]=O)=[CH:4][C:3]=1[Cl:10].BrC1C=C2C(=CC=1)C=[N:17][CH:16]=[CH:15]2. Given the product [F:1][C:2]1[CH:9]=[C:8]2[C:5](=[CH:4][C:3]=1[Cl:10])[CH:6]=[N:17][CH:16]=[CH:15]2, predict the reactants needed to synthesize it. (2) The reactants are: [F:1][C:2]1[CH:7]=[C:6]([S:8]([CH3:11])(=[O:10])=[O:9])[CH:5]=[CH:4][C:3]=1[OH:12].[CH:13]([O:16][C:17]([N:19]1[CH2:24][CH2:23][CH:22]([O:25][C:26]2[C:31]([CH3:32])=[C:30](Cl)[N:29]=[CH:28][N:27]=2)[CH2:21][CH2:20]1)=[O:18])([CH3:15])[CH3:14].[I-].[K+].C(=O)([O-])[O-].[K+].[K+]. Given the product [CH:13]([O:16][C:17]([N:19]1[CH2:24][CH2:23][CH:22]([O:25][C:26]2[C:31]([CH3:32])=[C:30]([O:12][C:3]3[CH:4]=[CH:5][C:6]([S:8]([CH3:11])(=[O:9])=[O:10])=[CH:7][C:2]=3[F:1])[N:29]=[CH:28][N:27]=2)[CH2:21][CH2:20]1)=[O:18])([CH3:15])[CH3:14], predict the reactants needed to synthesize it. (3) Given the product [F:27][C:28]1[CH:29]=[C:30]([O:31][CH2:32][C@H:33]2[CH2:38][CH2:37][C@H:36]([O:39][CH:40]3[CH2:45][CH2:44][CH2:43][CH2:42][O:41]3)[CH2:35][CH2:34]2)[CH:46]=[CH:47][C:48]=1[C:2]1[CH:7]=[CH:6][N:5]([CH2:8][CH2:9][C@@:10]([CH3:25])([S:21]([CH3:24])(=[O:23])=[O:22])[C:11]([NH:13][O:14][CH:15]2[CH2:20][CH2:19][CH2:18][CH2:17][O:16]2)=[O:12])[C:4](=[O:26])[CH:3]=1, predict the reactants needed to synthesize it. The reactants are: I[C:2]1[CH:7]=[CH:6][N:5]([CH2:8][CH2:9][C@@:10]([CH3:25])([S:21]([CH3:24])(=[O:23])=[O:22])[C:11]([NH:13][O:14][C@@H:15]2[CH2:20][CH2:19][CH2:18][CH2:17][O:16]2)=[O:12])[C:4](=[O:26])[CH:3]=1.[F:27][C:28]1[CH:29]=[C:30]([CH:46]=[CH:47][C:48]=1B1OC(C)(C)C(C)(C)O1)[O:31][CH2:32][C@H:33]1[CH2:38][CH2:37][C@H:36]([O:39][CH:40]2[CH2:45][CH2:44][CH2:43][CH2:42][O:41]2)[CH2:35][CH2:34]1.C(N)(=O)CCC. (4) Given the product [F:1][C:2]1[CH:7]=[CH:6][C:5]([F:8])=[CH:4][C:3]=1[C@H:9]1[CH2:13][CH2:12][CH2:11][N:10]1[C:14]1[CH:19]=[CH:18][N:17]2[N:20]=[CH:21][C:22]([I:30])=[C:16]2[N:15]=1, predict the reactants needed to synthesize it. The reactants are: [F:1][C:2]1[CH:7]=[CH:6][C:5]([F:8])=[CH:4][C:3]=1[C@H:9]1[CH2:13][CH2:12][CH2:11][N:10]1[C:14]1[CH:19]=[CH:18][N:17]2[N:20]=[CH:21][CH:22]=[C:16]2[N:15]=1.C1C(=O)N([I:30])C(=O)C1.O.